Predict the product of the given reaction. From a dataset of Forward reaction prediction with 1.9M reactions from USPTO patents (1976-2016). Given the reactants [CH3:1][C:2]1([CH3:17])[C:10]2[C:5](=[CH:6][C:7]([N:11]3[CH2:16][CH2:15][O:14][CH2:13][CH2:12]3)=[CH:8][CH:9]=2)[NH:4][CH2:3]1.Cl[C:19]1[C:28]2[C:23](=[C:24]([CH3:30])[CH:25]=[C:26]([Cl:29])[CH:27]=2)[N:22]=[C:21]([CH3:31])[C:20]=1[CH3:32].C(=O)([O-])[O-].[Cs+].[Cs+].C1C=CC(P(C2C(C3C(P(C4C=CC=CC=4)C4C=CC=CC=4)=CC=C4C=3C=CC=C4)=C3C(C=CC=C3)=CC=2)C2C=CC=CC=2)=CC=1, predict the reaction product. The product is: [Cl:29][C:26]1[CH:27]=[C:28]2[C:23](=[C:24]([CH3:30])[CH:25]=1)[N:22]=[C:21]([CH3:31])[C:20]([CH3:32])=[C:19]2[N:4]1[C:5]2[C:10](=[CH:9][CH:8]=[C:7]([N:11]3[CH2:16][CH2:15][O:14][CH2:13][CH2:12]3)[CH:6]=2)[C:2]([CH3:17])([CH3:1])[CH2:3]1.